The task is: Predict the reactants needed to synthesize the given product.. This data is from Full USPTO retrosynthesis dataset with 1.9M reactions from patents (1976-2016). (1) Given the product [Cl:1][C:2]1[CH:3]=[CH:4][C:5]([C:8]2[N:13]=[C:12]([C:14]([O:30][C:26]([CH3:29])([CH3:28])[CH3:27])=[O:18])[C:11]([C:16]([OH:17])=[O:15])=[N:10][C:9]=2[C:19]2[CH:24]=[CH:23][C:22]([Cl:25])=[CH:21][CH:20]=2)=[CH:6][CH:7]=1, predict the reactants needed to synthesize it. The reactants are: [Cl:1][C:2]1[CH:7]=[CH:6][C:5]([C:8]2[N:13]=[C:12]3[C:14](=[O:18])[O:15][C:16](=[O:17])[C:11]3=[N:10][C:9]=2[C:19]2[CH:24]=[CH:23][C:22]([Cl:25])=[CH:21][CH:20]=2)=[CH:4][CH:3]=1.[C:26]([OH:30])([CH3:29])([CH3:28])[CH3:27]. (2) Given the product [CH2:9]([N:13]1[CH:17]=[C:16]([C:2]2[CH:8]=[CH:7][C:5]([NH2:6])=[CH:4][CH:3]=2)[CH:15]=[N:14]1)[CH:10]([CH3:12])[CH3:11], predict the reactants needed to synthesize it. The reactants are: Br[C:2]1[CH:8]=[CH:7][C:5]([NH2:6])=[CH:4][CH:3]=1.[CH2:9]([N:13]1[CH:17]=[C:16](B2OC(C)(C)C(C)(C)O2)[CH:15]=[N:14]1)[CH:10]([CH3:12])[CH3:11].C(=O)([O-])[O-].[Na+].[Na+]. (3) Given the product [ClH:4].[CH3:1][O:12][C:11](=[O:13])[C:6]1([CH2:10][CH2:9][CH2:8][CH2:7]1)[NH2:5], predict the reactants needed to synthesize it. The reactants are: [C:1]([Cl:4])(=O)C.[NH2:5][C:6]1([C:11]([OH:13])=[O:12])[CH2:10][CH2:9][CH2:8][CH2:7]1. (4) The reactants are: [OH-].[Na+].[C:3]1([OH:9])[CH:8]=[CH:7][CH:6]=[CH:5][CH:4]=1.[Br:10][CH2:11][CH2:12]Br. Given the product [Br:10][CH2:11][CH2:12][O:9][C:3]1[CH:8]=[CH:7][CH:6]=[CH:5][CH:4]=1, predict the reactants needed to synthesize it. (5) The reactants are: [Si:1]([O:8][CH2:9][C:10]1([CH3:19])[S:16][CH2:15][CH2:14][N:13]=[C:12](SC)[CH2:11]1)([C:4]([CH3:7])([CH3:6])[CH3:5])([CH3:3])[CH3:2].[C:20]([C:22]1[CH:23]=[CH:24][C:25]([C:28]2[CH:33]=[CH:32][C:31]([C:34]3([C:37]([NH:39][NH2:40])=O)[CH2:36][CH2:35]3)=[CH:30][CH:29]=2)=[N:26][CH:27]=1)#[N:21]. Given the product [Si:1]([O:8][CH2:9][C:10]1([CH3:19])[S:16][CH2:15][CH2:14][N:13]2[C:37]([C:34]3([C:31]4[CH:32]=[CH:33][C:28]([C:25]5[CH:24]=[CH:23][C:22]([C:20]#[N:21])=[CH:27][N:26]=5)=[CH:29][CH:30]=4)[CH2:36][CH2:35]3)=[N:39][N:40]=[C:12]2[CH2:11]1)([C:4]([CH3:7])([CH3:6])[CH3:5])([CH3:3])[CH3:2], predict the reactants needed to synthesize it. (6) Given the product [CH:1]1([C:7]2([CH3:24])[N:11]([CH3:12])[C:10](=[O:13])[N:9]([CH2:14][C:15](=[O:22])[C:16]3[CH:21]=[N:20][CH:19]=[N:18][CH:17]=3)[C:8]2=[O:23])[CH2:6][CH2:5][CH2:4][CH2:3][CH2:2]1, predict the reactants needed to synthesize it. The reactants are: [CH:1]1([C:7]2([CH3:24])[N:11]([CH3:12])[C:10](=[O:13])[N:9]([CH2:14][CH:15]([OH:22])[C:16]3[CH:17]=[N:18][CH:19]=[N:20][CH:21]=3)[C:8]2=[O:23])[CH2:6][CH2:5][CH2:4][CH2:3][CH2:2]1.[Cr](O[Cr]([O-])(=O)=O)([O-])(=O)=O.[NH+]1C=CC=CC=1.[NH+]1C=CC=CC=1.N#N.